Dataset: CYP2C19 inhibition data for predicting drug metabolism from PubChem BioAssay. Task: Regression/Classification. Given a drug SMILES string, predict its absorption, distribution, metabolism, or excretion properties. Task type varies by dataset: regression for continuous measurements (e.g., permeability, clearance, half-life) or binary classification for categorical outcomes (e.g., BBB penetration, CYP inhibition). Dataset: cyp2c19_veith. (1) The compound is O=C(/C=C\c1ccc(O)cc1)c1ccc(O)cc1O. The result is 1 (inhibitor). (2) The drug is CCOC(=O)c1c(-c2ccccc2)csc1NC(=O)c1cccc(N2C(=O)CCC2=O)c1. The result is 1 (inhibitor).